From a dataset of Catalyst prediction with 721,799 reactions and 888 catalyst types from USPTO. Predict which catalyst facilitates the given reaction. (1) Reactant: [CH:1](=[N:8][CH2:9][CH2:10][C:11]1[CH:16]=[CH:15][CH:14]=[C:13]([O:17][CH3:18])[CH:12]=1)[C:2]1[CH:7]=[CH:6][CH:5]=[CH:4][CH:3]=1.[OH-].[Na+]. Product: [CH3:18][O:17][C:13]1[CH:12]=[C:11]2[C:16](=[CH:15][CH:14]=1)[CH:1]([C:2]1[CH:3]=[CH:4][CH:5]=[CH:6][CH:7]=1)[NH:8][CH2:9][CH2:10]2. The catalyst class is: 67. (2) Reactant: [NH2:1][C:2]1[C:3]([C:25](=[NH:27])[NH2:26])=[C:4]([CH:22]=[CH:23][CH:24]=1)[O:5][CH2:6][C:7]1([C:14]([NH:16][CH:17]2[CH2:21][CH2:20][CH2:19][CH2:18]2)=[O:15])[CH2:12][CH2:11][CH2:10][NH:9][C:8]1=[O:13].[S:28](=[O:32])(=[O:31])(N)N. Product: [NH2:27][C:25]1[C:3]2[C:4]([O:5][CH2:6][C:7]3([C:14]([NH:16][CH:17]4[CH2:21][CH2:20][CH2:19][CH2:18]4)=[O:15])[CH2:12][CH2:11][CH2:10][NH:9][C:8]3=[O:13])=[CH:22][CH:23]=[CH:24][C:2]=2[NH:1][S:28](=[O:32])(=[O:31])[N:26]=1. The catalyst class is: 12. (3) Reactant: CC(OC([N:8]1[CH2:13][CH2:12][N:11]([C:14]2[N:19]=[CH:18][C:17]([C:20]([OH:22])=O)=[CH:16][CH:15]=2)[CH2:10][CH2:9]1)=O)(C)C.ClC(N(C)C)=C(C)C.N1C=CC=CC=1.[NH2:37][C:38]1[N:42](C(OC(C)(C)C)=O)[N:41]=[C:40]([O:50][CH2:51][C:52]2[CH:57]=[C:56]([O:58][CH3:59])[CH:55]=[C:54]([O:60][CH3:61])[CH:53]=2)[CH:39]=1.Cl.O1CCOCC1. Product: [CH3:59][O:58][C:56]1[CH:57]=[C:52]([CH2:51][O:50][C:40]2[CH:39]=[C:38]([NH:37][C:20]([C:17]3[CH:18]=[N:19][C:14]([N:11]4[CH2:10][CH2:9][NH:8][CH2:13][CH2:12]4)=[CH:15][CH:16]=3)=[O:22])[NH:42][N:41]=2)[CH:53]=[C:54]([O:60][CH3:61])[CH:55]=1. The catalyst class is: 1. (4) Reactant: Br[C:2]1[CH:7]=[C:6]([F:8])[CH:5]=[CH:4][C:3]=1[S:9]([NH:12][C:13]1[C:22]([C:23]([OH:25])=[O:24])=[C:21]2[C:16]([C:17]3[CH:29]=[CH:28][O:27][C:18]=3[C:19](=[O:26])[NH:20]2)=[CH:15][CH:14]=1)(=[O:11])=[O:10].[CH2:30]([N:32]([CH2:49][CH3:50])[CH2:33]/[CH:34]=[CH:35]\[Sn](CCCC)(CCCC)CCCC)[CH3:31].F[B-](F)(F)F.C([PH+](C(C)(C)C)C(C)(C)C)(C)(C)C. The catalyst class is: 62. Product: [CH2:30]([N:32]([CH2:49][CH3:50])[CH2:33]/[CH:34]=[CH:35]\[C:2]1[CH:7]=[C:6]([F:8])[CH:5]=[CH:4][C:3]=1[S:9]([NH:12][C:13]1[C:22]([C:23]([OH:25])=[O:24])=[C:21]2[C:16]([C:17]3[CH:29]=[CH:28][O:27][C:18]=3[C:19](=[O:26])[NH:20]2)=[CH:15][CH:14]=1)(=[O:11])=[O:10])[CH3:31].